Predict the reactants needed to synthesize the given product. From a dataset of Full USPTO retrosynthesis dataset with 1.9M reactions from patents (1976-2016). (1) Given the product [CH:1]([N:4]1[CH2:9][CH2:8][CH:7]([NH:10][C:11]2[CH:12]=[C:13]([C:14]3[NH:24][C:22](=[O:23])[C:21]4[C:20](=[CH:28][C:27]([O:29][CH3:30])=[CH:26][C:25]=4[O:31][CH3:32])[N:19]=3)[CH:16]=[CH:17][CH:18]=2)[CH2:6][CH2:5]1)([CH3:3])[CH3:2], predict the reactants needed to synthesize it. The reactants are: [CH:1]([N:4]1[CH2:9][CH2:8][CH:7]([NH:10][C:11]2[CH:12]=[C:13]([CH:16]=[CH:17][CH:18]=2)[CH:14]=O)[CH2:6][CH2:5]1)([CH3:3])[CH3:2].[NH2:19][C:20]1[CH:28]=[C:27]([O:29][CH3:30])[CH:26]=[C:25]([O:31][CH3:32])[C:21]=1[C:22]([NH2:24])=[O:23].S(=O)(O)[O-].[Na+]. (2) Given the product [C:17]([O:11][C:3]1([CH2:1][CH3:2])[CH2:4][CH2:5][CH2:6][CH2:7][CH2:8][CH2:9][CH2:10]1)(=[O:21])[C:18]([CH3:20])=[CH2:19], predict the reactants needed to synthesize it. The reactants are: [CH2:1]([C:3]1([OH:11])[CH2:10][CH2:9][CH2:8][CH2:7][CH2:6][CH2:5][CH2:4]1)[CH3:2].C([Li])CCC.[C:17](Cl)(=[O:21])[C:18]([CH3:20])=[CH2:19].C(=O)(O)[O-].[Na+]. (3) Given the product [Br:14][C:11]1[CH:10]=[CH:9][C:8]([OH:13])=[C:7]([O:6][CH:1]2[CH2:5][CH2:4][CH2:3][CH2:2]2)[CH:12]=1, predict the reactants needed to synthesize it. The reactants are: [CH:1]1([O:6][C:7]2[CH:12]=[CH:11][CH:10]=[CH:9][C:8]=2[OH:13])[CH2:5][CH2:4][CH2:3][CH2:2]1.[Br:14]Br. (4) Given the product [Br:1][C:2]1[CH:21]=[CH:20][C:5]([CH2:6][N:7]2[C:15]3[C:10](=[CH:11][C:12]([C:16]([OH:18])=[O:17])=[CH:13][CH:14]=3)[CH:9]=[CH:8]2)=[CH:4][CH:3]=1, predict the reactants needed to synthesize it. The reactants are: [Br:1][C:2]1[CH:21]=[CH:20][C:5]([CH2:6][N:7]2[C:15]3[C:10](=[CH:11][C:12]([C:16]([O:18]C)=[O:17])=[CH:13][CH:14]=3)[CH:9]=[CH:8]2)=[CH:4][CH:3]=1.[OH-].[Na+].